The task is: Predict the reactants needed to synthesize the given product.. This data is from Full USPTO retrosynthesis dataset with 1.9M reactions from patents (1976-2016). Given the product [NH2:24][C:21]1[CH:20]=[CH:19][C:18]([C:7]2[C:8]3[CH:16]=[C:15]([Cl:17])[CH:14]=[CH:13][C:9]=3[NH:10][C:11](=[O:12])[CH:5]([CH2:4][C:3]3[CH:32]=[CH:33][CH:34]=[CH:35][C:2]=3[Br:1])[N:6]=2)=[CH:23][CH:22]=1, predict the reactants needed to synthesize it. The reactants are: [Br:1][C:2]1[CH:35]=[CH:34][CH:33]=[CH:32][C:3]=1[CH2:4][CH:5]1[C:11](=[O:12])[NH:10][C:9]2[CH:13]=[CH:14][C:15]([Cl:17])=[CH:16][C:8]=2[C:7]([C:18]2[CH:23]=[CH:22][C:21]([NH:24]C(=O)OC(C)(C)C)=[CH:20][CH:19]=2)=[N:6]1.FC(F)(F)C(O)=O.[OH-].[Na+].